This data is from Reaction yield outcomes from USPTO patents with 853,638 reactions. The task is: Predict the reaction yield, written as a fraction of the theoretical maximum amount of product (1.0 means a 100% yield; for example, 0.34 means a 34% yield). The product is [F:12][C:13]1[CH:14]=[C:15]([CH:16]=[CH:17][C:18]=1[N+:19]([O-:21])=[O:20])[O:22][C:2]1[CH:7]=[CH:6][N:5]=[C:4]([C:8]([O:10][CH3:11])=[O:9])[CH:3]=1. The catalyst is CN(C)C=O.CO.C(OCC)(=O)C. The yield is 0.275. The reactants are Cl[C:2]1[CH:7]=[CH:6][N:5]=[C:4]([C:8]([O:10][CH3:11])=[O:9])[CH:3]=1.[F:12][C:13]1[CH:14]=[C:15]([OH:22])[CH:16]=[CH:17][C:18]=1[N+:19]([O-:21])=[O:20].ClC1C=CC=CC=1.CCCCCC.